Dataset: Peptide-MHC class I binding affinity with 185,985 pairs from IEDB/IMGT. Task: Regression. Given a peptide amino acid sequence and an MHC pseudo amino acid sequence, predict their binding affinity value. This is MHC class I binding data. (1) The peptide sequence is ILRHPGFTL. The MHC is HLA-B07:02 with pseudo-sequence HLA-B07:02. The binding affinity (normalized) is 0.762. (2) The peptide sequence is ALMSIISTFH. The MHC is HLA-A33:01 with pseudo-sequence HLA-A33:01. The binding affinity (normalized) is 0.243. (3) The peptide sequence is VSENTGMGMY. The MHC is HLA-A31:01 with pseudo-sequence HLA-A31:01. The binding affinity (normalized) is 0.122. (4) The peptide sequence is VERLKHGTF. The MHC is HLA-A31:01 with pseudo-sequence HLA-A31:01. The binding affinity (normalized) is 0.0847. (5) The binding affinity (normalized) is 0. The MHC is H-2-Db with pseudo-sequence H-2-Db. The peptide sequence is RISRFANL. (6) The peptide sequence is YFYYNAFHWAI. The MHC is HLA-A01:01 with pseudo-sequence HLA-A01:01. The binding affinity (normalized) is 0.0847. (7) The peptide sequence is YIALGRARV. The MHC is HLA-A11:01 with pseudo-sequence HLA-A11:01. The binding affinity (normalized) is 0.0847.